Dataset: Experimentally validated miRNA-target interactions with 360,000+ pairs, plus equal number of negative samples. Task: Binary Classification. Given a miRNA mature sequence and a target amino acid sequence, predict their likelihood of interaction. The miRNA is hsa-miR-569 with sequence AGUUAAUGAAUCCUGGAAAGU. The protein sequence of the target gene is MDDLSEANGSFAISLLKILSEKDKSRNLFFCPMSVSSALAMVYLGAKGNTATQMSEVLGLSGNGDVHQSFQTLLAEINKTDTQYLLKSACRLFGEESCDFLSTFKESCHKFYQAGLEELSFAKDTEGCRKHINDWVSEKTEGKISEVLSPGTVCPLTKLVLVNAMYFKGKWKAQFDRKYTRGMPFKTNQEKKTVQMMFKHAKFKMGHVDEVNMQVLALPYAEEELSMVILLPDESTDLAVVEKALTYEKLRAWTNPETLTESQVQVFLPRLKLEESYDLETVLQNLGMTDAFEETRADFS.... Result: 0 (no interaction).